The task is: Predict which catalyst facilitates the given reaction.. This data is from Catalyst prediction with 721,799 reactions and 888 catalyst types from USPTO. Reactant: CCOC(/N=N/C(OCC)=O)=O.C1C=CC(P(C2C=CC=CC=2)C2C=CC=CC=2)=CC=1.[CH3:32][O:33][C:34]([C:36]1[NH:37][C:38](=[O:50])[NH:39][C:40]=1[CH2:41][S:42][C:43]1[CH:48]=[CH:47][C:46]([OH:49])=[CH:45][CH:44]=1)=[O:35].[CH3:51][C:52]1[CH:61]=[C:60]([CH2:62]O)[C:59]2[C:54](=[CH:55][CH:56]=[CH:57][CH:58]=2)[N:53]=1. Product: [CH3:32][O:33][C:34]([C:36]1[NH:37][C:38](=[O:50])[NH:39][C:40]=1[CH2:41][S:42][C:43]1[CH:48]=[CH:47][C:46]([O:49][CH2:62][C:60]2[C:59]3[C:54](=[CH:55][CH:56]=[CH:57][CH:58]=3)[N:53]=[C:52]([CH3:51])[CH:61]=2)=[CH:45][CH:44]=1)=[O:35]. The catalyst class is: 118.